This data is from Reaction yield outcomes from USPTO patents with 853,638 reactions. The task is: Predict the reaction yield, written as a fraction of the theoretical maximum amount of product (1.0 means a 100% yield; for example, 0.34 means a 34% yield). (1) The yield is 0.840. The reactants are [CH3:1][C:2]1([CH3:25])[CH2:6][C:5]2[C:7]([CH3:24])=[C:8]([N:13]3[C:21](=O)[C:20]4[C:15](=[CH:16][CH:17]=[CH:18][CH:19]=4)[C:14]3=O)[C:9]([CH3:12])=[C:10]([CH3:11])[C:4]=2[O:3]1. The product is [CH3:1][C:2]1([CH3:25])[CH2:6][C:5]2[C:7]([CH3:24])=[C:8]([N:13]3[CH2:14][C:15]4[C:20](=[CH:19][CH:18]=[CH:17][CH:16]=4)[CH2:21]3)[C:9]([CH3:12])=[C:10]([CH3:11])[C:4]=2[O:3]1. The catalyst is C(O)C. (2) The reactants are [F:1][C:2]1[CH:7]=[CH:6][C:5]([C:8]2[C:9]([N:14]3[CH2:19][CH2:18][NH:17][CH2:16][CH2:15]3)=[N:10][CH:11]=[CH:12][N:13]=2)=[CH:4][CH:3]=1.[CH3:20][C:21]1[C:25]([CH:26]=O)=[C:24]([CH3:28])[N:23]([C:29]2[CH:34]=[CH:33][CH:32]=[CH:31][CH:30]=2)[N:22]=1.C(O[BH-](OC(=O)C)OC(=O)C)(=O)C.[Na+].C(O)(=O)C.[Cl:53]CCCl. No catalyst specified. The product is [ClH:53].[CH3:20][C:21]1[C:25]([CH2:26][N:17]2[CH2:16][CH2:15][N:14]([C:9]3[C:8]([C:5]4[CH:6]=[CH:7][C:2]([F:1])=[CH:3][CH:4]=4)=[N:13][CH:12]=[CH:11][N:10]=3)[CH2:19][CH2:18]2)=[C:24]([CH3:28])[N:23]([C:29]2[CH:34]=[CH:33][CH:32]=[CH:31][CH:30]=2)[N:22]=1. The yield is 0.650. (3) The yield is 0.120. The reactants are [F:1][C:2]1[CH:7]=[C:6]([F:8])[CH:5]=[CH:4][C:3]=1[N:9]1[C:13]([C:14]2[S:23][C:22]3[C:21]4[N:24]=[C:25]([C:28]5[CH:29]=[N:30][C:31](F)=[CH:32][CH:33]=5)[CH:26]=[CH:27][C:20]=4[O:19][CH2:18][CH2:17][C:16]=3[CH:15]=2)=[N:12][CH:11]=[N:10]1.[CH3:35][NH:36][CH3:37].CCN(C(C)C)C(C)C. The product is [F:1][C:2]1[CH:7]=[C:6]([F:8])[CH:5]=[CH:4][C:3]=1[N:9]1[C:13]([C:14]2[S:23][C:22]3[C:21]4[N:24]=[C:25]([C:28]5[CH:33]=[CH:32][C:31]([N:36]([CH3:37])[CH3:35])=[N:30][CH:29]=5)[CH:26]=[CH:27][C:20]=4[O:19][CH2:18][CH2:17][C:16]=3[CH:15]=2)=[N:12][CH:11]=[N:10]1. The catalyst is CN1C(=O)CCC1. (4) The reactants are Cl[C:2]1[N:11]=[CH:10][CH:9]=[CH:8][C:3]=1[C:4]([O:6][CH3:7])=[O:5].[Li+].[Cl-].O1[CH2:19][CH2:18]OCC1. The catalyst is C1C=CC([P]([Pd]([P](C2C=CC=CC=2)(C2C=CC=CC=2)C2C=CC=CC=2)([P](C2C=CC=CC=2)(C2C=CC=CC=2)C2C=CC=CC=2)[P](C2C=CC=CC=2)(C2C=CC=CC=2)C2C=CC=CC=2)(C2C=CC=CC=2)C2C=CC=CC=2)=CC=1. The product is [C:10]([C:9]1[CH:8]=[C:3]([C:2]2[C:3]([C:4]([O:6][CH3:7])=[O:5])=[CH:8][CH:9]=[CH:10][N:11]=2)[CH:2]=[CH:18][CH:19]=1)#[N:11]. The yield is 0.940. (5) The reactants are [F:1][C:2]1([F:25])[CH2:8][CH2:7][N:6]([C:9]2[N:13]([CH3:14])[N:12]=[CH:11][C:10]=2[N+:15]([O-])=O)[CH2:5][CH2:4][CH:3]1[NH:18][C:19](=[O:24])[C:20]([F:23])([F:22])[F:21].CCN(C(C)C)C(C)C.C1CN([P+](ON2N=NC3C=CC=CC2=3)(N2CCCC2)N2CCCC2)CC1.F[P-](F)(F)(F)(F)F.[C:68]([O:72][C:73]([NH:75][C:76]1[S:80][C:79]([C:81]2[C:86]([F:87])=[CH:85][CH:84]=[CH:83][C:82]=2[F:88])=[N:78][C:77]=1[C:89](O)=[O:90])=[O:74])([CH3:71])([CH3:70])[CH3:69]. The catalyst is CO.C(Cl)Cl.[Pd]. The product is [F:1][C:2]1([F:25])[CH:3]([NH:18][C:19](=[O:24])[C:20]([F:23])([F:22])[F:21])[CH2:4][CH2:5][N:6]([C:9]2[N:13]([CH3:14])[N:12]=[CH:11][C:10]=2[NH:15][C:89]([C:77]2[N:78]=[C:79]([C:81]3[C:82]([F:88])=[CH:83][CH:84]=[CH:85][C:86]=3[F:87])[S:80][C:76]=2[NH:75][C:73](=[O:74])[O:72][C:68]([CH3:71])([CH3:70])[CH3:69])=[O:90])[CH2:7][CH2:8]1. The yield is 0.690. (6) The reactants are [CH3:1][N:2]1[CH2:7][CH2:6][NH:5][C:4]2[N:8]=[C:9]([CH3:12])[CH:10]=[CH:11][C:3]1=2.[C:13](OC(OC(C)(C)C)=O)(OC(C)(C)C)=[O:14].C(N(CC)CC)C. The catalyst is CN(C1C=CN=CC=1)C.C1COCC1.C(OCC)(=O)C. The product is [CH3:1][N:2]1[CH2:7][CH2:6][NH:5][C:4]2[N:8]=[C:9]([CH2:12][CH2:13][OH:14])[CH:10]=[CH:11][C:3]1=2. The yield is 0.900. (7) The reactants are [CH3:1][C:2]([O:5][C:6]([N:8]1[C@@H:15]([C:16]2[CH:21]=[CH:20][C:19]([O:22][CH2:23][C:24]3[CH:29]=[CH:28][CH:27]=[CH:26][CH:25]=3)=[CH:18][CH:17]=2)[CH2:14][CH2:13][C@@:9]1([CH3:30])[C:10](O)=[O:11])=[O:7])([CH3:4])[CH3:3].C([N:34](C(C)C)CC)(C)C.CN(C(ON1N=NC2C=CC=CC1=2)=[N+](C)C)C.[B-](F)(F)(F)F.C[Si](N[Si](C)(C)C)(C)C.C([O-])(O)=O.[Na+]. The catalyst is CN(C=O)C. The product is [NH2:34][C:10]([C@:9]1([CH3:30])[CH2:13][CH2:14][C@H:15]([C:16]2[CH:21]=[CH:20][C:19]([O:22][CH2:23][C:24]3[CH:29]=[CH:28][CH:27]=[CH:26][CH:25]=3)=[CH:18][CH:17]=2)[N:8]1[C:6]([O:5][C:2]([CH3:4])([CH3:3])[CH3:1])=[O:7])=[O:11]. The yield is 0.990.